This data is from Reaction yield outcomes from USPTO patents with 853,638 reactions. The task is: Predict the reaction yield, written as a fraction of the theoretical maximum amount of product (1.0 means a 100% yield; for example, 0.34 means a 34% yield). (1) The reactants are Cl[C:2]1[C:3]2[CH2:17][CH2:16][CH2:15][C:4]=2[N:5]=[C:6]([C:8]2[CH:13]=[CH:12][CH:11]=[C:10]([Cl:14])[CH:9]=2)[N:7]=1.[NH2:18][C:19]1[CH:24]=[CH:23][C:22]([CH2:25][C:26](=[O:28])[CH3:27])=[CH:21][CH:20]=1. No catalyst specified. The product is [Cl:14][C:10]1[CH:9]=[C:8]([C:6]2[N:7]=[C:2]([NH:18][C:19]3[CH:20]=[CH:21][C:22]([CH2:25][C:26](=[O:28])[CH3:27])=[CH:23][CH:24]=3)[C:3]3[CH2:17][CH2:16][CH2:15][C:4]=3[N:5]=2)[CH:13]=[CH:12][CH:11]=1. The yield is 0.600. (2) The reactants are [F:1][C:2]([F:7])([F:6])[C:3]([OH:5])=[O:4].[F:8][C:9]([F:14])([F:13])[C:10]([OH:12])=[O:11].FC(F)(F)C(O)=O.[Cl:22][C:23]1[CH:24]=[N:25][C:26]2[NH:27][C:28]3[CH:29]=[N:30][CH:31]=[C:32]([CH:54]=3)[CH2:33][CH2:34][C:35]3[CH:43]=[C:39]([NH:40][C:41]=1[N:42]=2)[CH:38]=[CH:37][C:36]=3[NH:44][C:45](=[O:53])[CH2:46][C@@H:47]1[CH2:52][CH2:51][CH2:50][NH:49][CH2:48]1.[C:55]1([N:61]=[C:62]=[O:63])[CH:60]=[CH:59][CH:58]=[CH:57][CH:56]=1. No catalyst specified. The product is [F:1][C:2]([F:7])([F:6])[C:3]([OH:5])=[O:4].[F:8][C:9]([F:14])([F:13])[C:10]([OH:12])=[O:11].[Cl:22][C:23]1[CH:24]=[N:25][C:26]2[NH:27][C:28]3[CH:29]=[N:30][CH:31]=[C:32]([CH:54]=3)[CH2:33][CH2:34][C:35]3[CH:43]=[C:39]([NH:40][C:41]=1[N:42]=2)[CH:38]=[CH:37][C:36]=3[NH:44][C:45](=[O:53])[CH2:46][C@@H:47]1[CH2:52][CH2:51][CH2:50][N:49]([C:62]([NH:61][C:55]2[CH:60]=[CH:59][CH:58]=[CH:57][CH:56]=2)=[O:63])[CH2:48]1. The yield is 0.700. (3) The reactants are Cl.[CH3:2][O:3][C:4](=[O:11])[C@H:5]([CH2:7][CH:8]([CH3:10])[CH3:9])[NH2:6].[O-]S([O-])(=O)=O.[Mg+2].[CH3:18][C:19](=[CH:21][CH2:22][CH2:23][CH:24]([CH2:26][CH:27]=O)[CH3:25])[CH3:20].CCN(CC)CC.[BH4-].[Na+]. The catalyst is CO.C1COCC1. The product is [CH3:25][CH:24]([CH2:23][CH2:22][CH:21]=[C:19]([CH3:20])[CH3:18])[CH2:26][CH2:27][NH:6][C@@H:5]([CH2:7][CH:8]([CH3:10])[CH3:9])[C:4]([O:3][CH3:2])=[O:11]. The yield is 0.740. (4) The reactants are [CH2:1]([N:8]1[CH2:13][C:12](=[O:14])[NH:11][C:10]2[CH:15]=[C:16]([CH2:19]O)[CH:17]=[N:18][C:9]1=2)[C:2]1[CH:7]=[CH:6][CH:5]=[CH:4][CH:3]=1.[I-].C(C[P+](C)(C)C)#N.C(N(C(C)C)C(C)C)C.Cl.[Cl:39][C:40]1[CH:45]=[CH:44][C:43]([CH:46]2[CH2:51][CH2:50][NH:49][CH2:48][CH2:47]2)=[CH:42][CH:41]=1. The catalyst is C(#N)CC. The product is [CH2:1]([N:8]1[CH2:13][C:12](=[O:14])[NH:11][C:10]2[CH:15]=[C:16]([CH2:19][N:49]3[CH2:50][CH2:51][CH:46]([C:43]4[CH:42]=[CH:41][C:40]([Cl:39])=[CH:45][CH:44]=4)[CH2:47][CH2:48]3)[CH:17]=[N:18][C:9]1=2)[C:2]1[CH:7]=[CH:6][CH:5]=[CH:4][CH:3]=1. The yield is 0.420. (5) The reactants are [Cl:1][C:2]1[CH:7]=[C:6]([N+:8]([O-:10])=[O:9])[CH:5]=[CH:4][C:3]=1[N:11]1[CH2:16][CH2:15][NH:14][CH2:13][CH2:12]1.[CH3:17][C:18]([O:21][C:22](O[C:22]([O:21][C:18]([CH3:20])([CH3:19])[CH3:17])=[O:23])=[O:23])([CH3:20])[CH3:19].CCN(CC)CC. The catalyst is CN(C1C=CN=CC=1)C.C(Cl)Cl. The product is [Cl:1][C:2]1[CH:7]=[C:6]([N+:8]([O-:10])=[O:9])[CH:5]=[CH:4][C:3]=1[N:11]1[CH2:16][CH2:15][N:14]([C:22]([O:21][C:18]([CH3:20])([CH3:19])[CH3:17])=[O:23])[CH2:13][CH2:12]1. The yield is 0.860. (6) The reactants are CN(C(ON1N=NC2C=CC=NC1=2)=[N+](C)C)C.F[P-](F)(F)(F)(F)F.C(OC([NH:32][CH2:33][C:34]1([C:49](O)=[O:50])[CH2:39][CH2:38][N:37]([C:40]2[N:48]=[CH:47][N:46]=[C:45]3[C:41]=2[N:42]=[CH:43][NH:44]3)[CH2:36][CH2:35]1)=O)(C)(C)C.[CH3:52][C:53]1[S:57][C:56]([NH2:58])=[N:55][CH:54]=1.CCN(C(C)C)C(C)C.FC(F)(F)C(O)=O. The catalyst is CC(N(C)C)=O.C(Cl)Cl. The product is [NH2:32][CH2:33][C:34]1([C:49]([NH:58][C:56]2[S:57][C:53]([CH3:52])=[CH:54][N:55]=2)=[O:50])[CH2:35][CH2:36][N:37]([C:40]2[N:48]=[CH:47][N:46]=[C:45]3[C:41]=2[N:42]=[CH:43][NH:44]3)[CH2:38][CH2:39]1. The yield is 0.810. (7) The reactants are [N:1]1[C:10]2[C:5](=[CH:6][CH:7]=[CH:8][CH:9]=2)[CH:4]=[C:3]([S:11]([NH:14][C:15]2[CH:21]=[CH:20][CH:19]=[CH:18][C:16]=2[NH2:17])(=[O:13])=[O:12])[CH:2]=1.[Br:22][C:23]1[CH:28]=[CH:27][CH:26]=[CH:25][C:24]=1[N:29]=[C:30]=[O:31]. No catalyst specified. The product is [N:1]1[C:2]2[C:7](=[CH:6][CH:5]=[CH:4][C:3]=2[S:11]([NH:14][C:15]2[CH:21]=[CH:20][CH:19]=[CH:18][C:16]=2[NH:17][C:30]([NH:29][C:24]2[CH:25]=[CH:26][CH:27]=[CH:28][C:23]=2[Br:22])=[O:31])(=[O:12])=[O:13])[CH:8]=[CH:9][CH:10]=1. The yield is 0.460. (8) The reactants are C([O:8][C:9]1[CH:10]=[C:11]([N:23]([CH2:25][CH:26]2[CH2:28][CH2:27]2)[CH3:24])[N:12]=[N:13][C:14]=1[O:15]CC1C=CC=CC=1)C1C=CC=CC=1. The catalyst is [Pd].C(OCC)(=O)C. The product is [CH:26]1([CH2:25][N:23]([CH3:24])[C:11]2[CH:10]=[C:9]([OH:8])[C:14](=[O:15])[NH:13][N:12]=2)[CH2:27][CH2:28]1. The yield is 0.380.